This data is from Cav3 T-type calcium channel HTS with 100,875 compounds. The task is: Binary Classification. Given a drug SMILES string, predict its activity (active/inactive) in a high-throughput screening assay against a specified biological target. (1) The compound is Clc1c(NC(=O)c2cc(S(=O)(=O)N3CC(CCC3)C(O)=O)ccc2F)cccc1. The result is 0 (inactive). (2) The compound is Brc1oc(C(=O)Nc2ccc(S(=O)(=O)NC3CCCCC3)cc2)cc1. The result is 0 (inactive). (3) The molecule is O=C1NCCNC1CC(=O)Nc1ccc(cc1)C. The result is 0 (inactive). (4) The drug is O(C(=O)C1CCCN(C1)C(=O)c1oc2c(c1)c(nc1c2cccc1)C)CC. The result is 0 (inactive). (5) The molecule is Clc1ccc(c2nc(on2)COc2ccccc2)cc1. The result is 0 (inactive). (6) The molecule is s1c(N2CCC(CC2)C(=O)NCCCN2CCN(CC2)CCC)nnc1n1cccc1. The result is 0 (inactive). (7) The drug is Clc1ccc(n2c(=O)[nH]c(N3CCCCCC3)cc2=O)cc1. The result is 0 (inactive).